This data is from Full USPTO retrosynthesis dataset with 1.9M reactions from patents (1976-2016). The task is: Predict the reactants needed to synthesize the given product. (1) Given the product [Cl:1][C:2]([N:25]([C@@H:23]([C:13]1[C:22]2[C:17](=[CH:18][CH:19]=[CH:20][CH:21]=2)[CH:16]=[CH:15][CH:14]=1)[CH3:24])[C@@H:26]1[CH2:31][CH2:30][CH2:29][N:28]([C:32]([O:34][CH2:35][C:36]2[CH:41]=[CH:40][CH:39]=[CH:38][CH:37]=2)=[O:33])[CH2:27]1)=[O:4], predict the reactants needed to synthesize it. The reactants are: [Cl:1][C:2](Cl)([O:4]C(=O)OC(Cl)(Cl)Cl)Cl.[C:13]1([C@H:23]([NH:25][CH:26]2[CH2:31][CH2:30][CH2:29][N:28]([C:32]([O:34][CH2:35][C:36]3[CH:41]=[CH:40][CH:39]=[CH:38][CH:37]=3)=[O:33])[CH2:27]2)[CH3:24])[C:22]2[C:17](=[CH:18][CH:19]=[CH:20][CH:21]=2)[CH:16]=[CH:15][CH:14]=1.C(N(CC)CC)C.O. (2) Given the product [CH3:1][C:2]1[O:6][C:5]([C:7]2[CH:8]=[CH:9][C:10]3[O:14][CH:13]=[C:12]([C:15]4[O:16][CH:29]=[N:28][CH:27]=4)[C:11]=3[CH:17]=2)=[N:4][N:3]=1, predict the reactants needed to synthesize it. The reactants are: [CH3:1][C:2]1[O:6][C:5]([C:7]2[CH:8]=[CH:9][C:10]3[O:14][CH:13]=[C:12]([CH:15]=[O:16])[C:11]=3[CH:17]=2)=[N:4][N:3]=1.C1(C)C=CC(S([CH2:27][N+:28]#[C-:29])(=O)=O)=CC=1.C(=O)([O-])[O-].[K+].[K+].